Dataset: Full USPTO retrosynthesis dataset with 1.9M reactions from patents (1976-2016). Task: Predict the reactants needed to synthesize the given product. (1) Given the product [BrH:8].[Br:8][C:5]1[CH:4]=[N:3][C:2]2[N:7]([C:11]([C:12]([OH:14])=[O:13])=[CH:10][N:1]=2)[CH:6]=1, predict the reactants needed to synthesize it. The reactants are: [NH2:1][C:2]1[N:7]=[CH:6][C:5]([Br:8])=[CH:4][N:3]=1.Br[CH2:10][C:11](=O)[C:12]([OH:14])=[O:13]. (2) Given the product [Cl:19][C:20]1[CH:25]=[N:24][C:23]2=[N:26][C:8]([C:10]3[CH:15]=[CH:14][C:13]([CH3:16])=[CH:12][CH:11]=3)=[C:7]([C:4]3[CH:5]=[CH:6][C:1]([CH3:18])=[CH:2][CH:3]=3)[N:27]=[C:22]2[CH:21]=1, predict the reactants needed to synthesize it. The reactants are: [C:1]1([CH3:18])[CH:6]=[CH:5][C:4]([C:7](=O)[C:8]([C:10]2[CH:15]=[CH:14][C:13]([CH3:16])=[CH:12][CH:11]=2)=O)=[CH:3][CH:2]=1.[Cl:19][C:20]1[CH:21]=[C:22]([NH2:27])[C:23]([NH2:26])=[N:24][CH:25]=1.C1(C2N=C3CCCN(CCC/C=C/CC(O)=O)C3=NC=2C2C=CC=CC=2)C=CC=CC=1. (3) Given the product [NH2:1][C@H:2]([C:7]([OH:9])=[O:8])[CH2:3][C:4]1[CH:22]=[CH:21][C:19]([OH:20])=[CH:18][CH:17]=1, predict the reactants needed to synthesize it. The reactants are: [NH2:1][C@H:2]([C:7]([OH:9])=[O:8])[C:3](S)(C)[CH3:4].C[C@H]1[C@](O)(C(CO)=O)[C@]2(C)[C@H]([C@H]3[C@](F)([C@@H](O)C2)[C@]2(C)[C:17](=[CH:18][C:19]([CH:21]=[CH:22]2)=[O:20])CC3)C1. (4) Given the product [C:1]([NH:5][S:6]([CH2:9][CH2:10][C:11]1[CH:16]=[CH:15][C:14]([NH2:17])=[C:13]([C:23]2[CH2:24][CH2:25][C:20]([CH3:29])([CH3:19])[CH2:21][CH:22]=2)[CH:12]=1)(=[O:8])=[O:7])([CH3:4])([CH3:3])[CH3:2], predict the reactants needed to synthesize it. The reactants are: [C:1]([NH:5][S:6]([CH2:9][CH2:10][C:11]1[CH:16]=[CH:15][C:14]([NH2:17])=[C:13](Br)[CH:12]=1)(=[O:8])=[O:7])([CH3:4])([CH3:3])[CH3:2].[CH3:19][C:20]1([CH3:29])[CH2:25][CH2:24][C:23](B(O)O)=[CH:22][CH2:21]1.C([O-])([O-])=O.[Na+].[Na+]. (5) Given the product [F:1][C:2]1[CH:3]=[C:4]([NH:5][C:44]([C:40]2[C:39](=[O:47])[N:38]([CH2:37][C:36]3[CH:35]=[CH:34][C:33]([F:32])=[CH:49][CH:48]=3)[CH:43]=[CH:42][CH:41]=2)=[O:45])[CH:6]=[CH:7][C:8]=1[O:9][C:10]1[C:19]2[C:14](=[CH:15][C:16]([O:22][CH2:23][CH2:24][CH2:25][N:26]3[CH2:31][CH2:30][O:29][CH2:28][CH2:27]3)=[C:17]([O:20][CH3:21])[CH:18]=2)[N:13]=[CH:12][CH:11]=1, predict the reactants needed to synthesize it. The reactants are: [F:1][C:2]1[CH:3]=[C:4]([CH:6]=[CH:7][C:8]=1[O:9][C:10]1[C:19]2[C:14](=[CH:15][C:16]([O:22][CH2:23][CH2:24][CH2:25][N:26]3[CH2:31][CH2:30][O:29][CH2:28][CH2:27]3)=[C:17]([O:20][CH3:21])[CH:18]=2)[N:13]=[CH:12][CH:11]=1)[NH2:5].[F:32][C:33]1[CH:49]=[CH:48][C:36]([CH2:37][N:38]2[CH:43]=[CH:42][CH:41]=[C:40]([C:44](O)=[O:45])[C:39]2=[O:47])=[CH:35][CH:34]=1.